Dataset: NCI-60 drug combinations with 297,098 pairs across 59 cell lines. Task: Regression. Given two drug SMILES strings and cell line genomic features, predict the synergy score measuring deviation from expected non-interaction effect. (1) Drug 1: CC1=CC=C(C=C1)C2=CC(=NN2C3=CC=C(C=C3)S(=O)(=O)N)C(F)(F)F. Cell line: MDA-MB-231. Synergy scores: CSS=34.7, Synergy_ZIP=-11.6, Synergy_Bliss=-4.04, Synergy_Loewe=-8.49, Synergy_HSA=-3.49. Drug 2: N.N.Cl[Pt+2]Cl. (2) Drug 1: COC1=C2C(=CC3=C1OC=C3)C=CC(=O)O2. Drug 2: N.N.Cl[Pt+2]Cl. Cell line: COLO 205. Synergy scores: CSS=16.6, Synergy_ZIP=-0.978, Synergy_Bliss=7.20, Synergy_Loewe=-3.34, Synergy_HSA=3.48.